From a dataset of Forward reaction prediction with 1.9M reactions from USPTO patents (1976-2016). Predict the product of the given reaction. (1) Given the reactants [H-].[Na+].[CH3:3][O:4][C:5](=[O:22])[C:6]1[CH:11]=[CH:10][C:9]([CH2:12][NH:13][C:14]([O:16][C:17]([CH3:20])([CH3:19])[CH3:18])=[O:15])=[C:8]([CH3:21])[CH:7]=1.[CH3:23]I, predict the reaction product. The product is: [CH3:3][O:4][C:5](=[O:22])[C:6]1[CH:11]=[CH:10][C:9]([CH2:12][N:13]([C:14]([O:16][C:17]([CH3:18])([CH3:19])[CH3:20])=[O:15])[CH3:23])=[C:8]([CH3:21])[CH:7]=1. (2) Given the reactants Cl[C:2]1[C:7]([N+:8]([O-:10])=[O:9])=[CH:6][CH:5]=[CH:4][N:3]=1.[F:11][C:12]1[CH:13]=[C:14]([CH:16]=[CH:17][C:18]=1[CH3:19])[NH2:15].Cl.O, predict the reaction product. The product is: [F:11][C:12]1[CH:13]=[C:14]([NH:15][C:2]2[C:7]([N+:8]([O-:10])=[O:9])=[CH:6][CH:5]=[CH:4][N:3]=2)[CH:16]=[CH:17][C:18]=1[CH3:19]. (3) The product is: [C:26]([O:25][C:23]([NH:22][C@H:19]1[CH2:20][CH2:21][C@H:16]([N:13]([CH2:14][CH3:15])[C:4]2[C:5]([CH3:12])=[C:6]([C:7]([O:9][CH3:10])=[O:8])[CH:11]=[C:2]([C:34]3[CH:35]=[CH:36][C:31]([OH:30])=[CH:32][CH:33]=3)[CH:3]=2)[CH2:17][CH2:18]1)=[O:24])([CH3:28])([CH3:27])[CH3:29]. Given the reactants Br[C:2]1[CH:3]=[C:4]([N:13]([C@H:16]2[CH2:21][CH2:20][C@H:19]([NH:22][C:23]([O:25][C:26]([CH3:29])([CH3:28])[CH3:27])=[O:24])[CH2:18][CH2:17]2)[CH2:14][CH3:15])[C:5]([CH3:12])=[C:6]([CH:11]=1)[C:7]([O:9][CH3:10])=[O:8].[OH:30][C:31]1[CH:36]=[CH:35][C:34](B(O)O)=[CH:33][CH:32]=1.C([O-])([O-])=O.[Na+].[Na+], predict the reaction product. (4) Given the reactants C([O:6][C@@H:7]([C:9]1[N:14]=[C:13]([N:15]2[CH2:20][CH2:19][C:18](=[CH:21][C:22]3[CH:27]=[CH:26][CH:25]=[C:24]([Cl:28])[CH:23]=3)[CH2:17][CH2:16]2)[CH:12]=[CH:11][N:10]=1)[CH3:8])(=O)CCC.[OH-].[Na+], predict the reaction product. The product is: [Cl:28][C:24]1[CH:23]=[C:22]([CH:27]=[CH:26][CH:25]=1)[CH:21]=[C:18]1[CH2:17][CH2:16][N:15]([C:13]2[CH:12]=[CH:11][N:10]=[C:9]([C@H:7]([OH:6])[CH3:8])[N:14]=2)[CH2:20][CH2:19]1. (5) The product is: [F:1][C:2]1[CH:19]=[C:18]([N+:20]([O-:22])=[O:21])[CH:17]=[CH:16][C:3]=1[O:4][C:5]1[CH:10]=[CH:9][N:8]=[CH:7][C:6]=1/[CH:11]=[CH:12]/[C:13]([N:34]1[CH2:33][CH2:32][CH:31]([NH:30][C:28](=[O:29])[O:27][C:24]([CH3:25])([CH3:23])[CH3:26])[CH2:36][CH2:35]1)=[O:15]. Given the reactants [F:1][C:2]1[CH:19]=[C:18]([N+:20]([O-:22])=[O:21])[CH:17]=[CH:16][C:3]=1[O:4][C:5]1[CH:10]=[CH:9][N:8]=[CH:7][C:6]=1/[CH:11]=[CH:12]/[C:13]([OH:15])=O.[CH3:23][C:24]([O:27][C:28]([NH:30][CH:31]1[CH2:36][CH2:35][NH:34][CH2:33][CH2:32]1)=[O:29])([CH3:26])[CH3:25].CCN(C(C)C)C(C)C.CN(C(ON1N=NC2C=CC=CC1=2)=[N+](C)C)C.[B-](F)(F)(F)F, predict the reaction product. (6) Given the reactants C(=O)([O-])[O-].[K+].[K+].[C:7]1([C:13]#[C:14][C:15]([O:17][CH3:18])=[O:16])[CH:12]=[CH:11][CH:10]=[CH:9][CH:8]=1.CN(C)C=O.CC1C=C(C)C=C(C)C=1S([O-])(=O)=O.[NH2:37][N+:38]1[CH:43]=[CH:42][CH:41]=[CH:40][C:39]=1[O:44][CH3:45], predict the reaction product. The product is: [CH3:45][O:44][C:39]1[N:38]2[N:37]=[C:13]([C:7]3[CH:12]=[CH:11][CH:10]=[CH:9][CH:8]=3)[C:14]([C:15]([O:17][CH3:18])=[O:16])=[C:43]2[CH:42]=[CH:41][CH:40]=1. (7) Given the reactants [O:1]([C:8]1[CH:13]=[CH:12][C:11]([C:14]2[C:22]3[C:21]([NH2:23])=[N:20][CH:19]=[N:18][C:17]=3[N:16]([CH2:24][C@@H:25]3[CH2:29][CH2:28][CH2:27][NH:26]3)[CH:15]=2)=[CH:10][CH:9]=1)[C:2]1[CH:7]=[CH:6][CH:5]=[CH:4][CH:3]=1.[C:30]([C:32](=[CH:36][CH:37]1[CH2:39][CH2:38]1)[C:33](O)=[O:34])#[N:31].CCN(C(C)C)C(C)C.CN(C(ON1N=NC2C=CC=NC1=2)=[N+](C)C)C.F[P-](F)(F)(F)(F)F, predict the reaction product. The product is: [NH2:23][C:21]1[C:22]2[C:14]([C:11]3[CH:10]=[CH:9][C:8]([O:1][C:2]4[CH:7]=[CH:6][CH:5]=[CH:4][CH:3]=4)=[CH:13][CH:12]=3)=[CH:15][N:16]([CH2:24][C@@H:25]3[CH2:29][CH2:28][CH2:27][N:26]3[C:33]([C:32](=[CH:36][CH:37]3[CH2:39][CH2:38]3)[C:30]#[N:31])=[O:34])[C:17]=2[N:18]=[CH:19][N:20]=1. (8) Given the reactants Cl.[CH3:2][C:3]1[CH:8]=[C:7]([N+:9]([O-:11])=[O:10])[CH:6]=[CH:5][C:4]=1[C:12]1[CH2:13][CH2:14][NH:15][CH2:16][CH:17]=1.C(N(CC)C(C)C)(C)C.[CH3:27][Si:28]([CH3:43])([CH3:42])[CH2:29][CH2:30][O:31][C:32](ON1C(=O)CCC1=O)=[O:33], predict the reaction product. The product is: [CH3:2][C:3]1[CH:8]=[C:7]([N+:9]([O-:11])=[O:10])[CH:6]=[CH:5][C:4]=1[C:12]1[CH2:13][CH2:14][N:15]([C:32]([O:31][CH2:30][CH2:29][Si:28]([CH3:43])([CH3:42])[CH3:27])=[O:33])[CH2:16][CH:17]=1. (9) Given the reactants [OH-].[Na+].C[O:4][C:5](=[O:45])[CH:6]([CH2:38][C:39]1[CH:44]=[CH:43][CH:42]=[CH:41][CH:40]=1)[CH2:7][O:8][C:9]1[CH:18]=[CH:17][C:16]2[C:11](=[CH:12][CH:13]=[C:14]([CH2:19][N:20]([C:22]([C:24]3[O:25][C:26]4[CH:36]=[CH:35][CH:34]=[CH:33][C:27]=4[C:28]=3[CH2:29][CH2:30][CH2:31][CH3:32])=[O:23])[CH3:21])[CH:15]=2)[C:10]=1[Br:37].O.Cl, predict the reaction product. The product is: [CH2:38]([CH:6]([CH2:7][O:8][C:9]1[CH:18]=[CH:17][C:16]2[C:11](=[CH:12][CH:13]=[C:14]([CH2:19][N:20]([C:22]([C:24]3[O:25][C:26]4[CH:36]=[CH:35][CH:34]=[CH:33][C:27]=4[C:28]=3[CH2:29][CH2:30][CH2:31][CH3:32])=[O:23])[CH3:21])[CH:15]=2)[C:10]=1[Br:37])[C:5]([OH:45])=[O:4])[C:39]1[CH:44]=[CH:43][CH:42]=[CH:41][CH:40]=1. (10) Given the reactants [OH:1][C:2]1[CH:11]=[C:10]2[C:5]([C:6]([CH:14]([CH3:16])[CH3:15])=[CH:7][C:8]([CH3:13])([CH3:12])[O:9]2)=[CH:4][C:3]=1[C:17](=[O:19])[CH3:18].I[CH2:21][CH2:22][CH2:23][CH3:24], predict the reaction product. The product is: [CH2:21]([O:1][C:2]1[CH:11]=[C:10]2[C:5]([C:6]([CH:14]([CH3:15])[CH3:16])=[CH:7][C:8]([CH3:13])([CH3:12])[O:9]2)=[CH:4][C:3]=1[C:17](=[O:19])[CH3:18])[CH2:22][CH2:23][CH3:24].